From a dataset of Forward reaction prediction with 1.9M reactions from USPTO patents (1976-2016). Predict the product of the given reaction. (1) Given the reactants ON1C2C=CC=CC=2N=N1.C[CH2:12][N:13]=[C:14]=NCCCN(C)C.Cl.[CH2:23]([O:33][CH2:34][C:35]([CH2:44][O:45][CH2:46][CH2:47][CH2:48][CH2:49][CH2:50][CH2:51][CH2:52][CH2:53][CH2:54][CH3:55])([CH2:40][C:41](O)=[O:42])[CH2:36][C:37](O)=[O:38])[CH2:24][CH2:25][CH2:26][CH2:27][CH2:28][CH2:29][CH2:30][CH2:31][CH3:32].Cl.[CH3:57][NH:58][CH3:59].C(N(CC)CC)C, predict the reaction product. The product is: [CH2:23]([O:33][CH2:34][C:35]([CH2:44][O:45][CH2:46][CH2:47][CH2:48][CH2:49][CH2:50][CH2:51][CH2:52][CH2:53][CH2:54][CH3:55])([CH2:40][C:41]([N:58]([CH3:59])[CH3:57])=[O:42])[CH2:36][C:37]([N:13]([CH3:14])[CH3:12])=[O:38])[CH2:24][CH2:25][CH2:26][CH2:27][CH2:28][CH2:29][CH2:30][CH2:31][CH3:32]. (2) Given the reactants [CH2:1]([S:3][C:4]1[N:9]2[CH:10]=[CH:11][N:12]=[C:8]2[CH:7]=[C:6]([C:13]2[CH:14]=[C:15]([OH:20])[C:16](O)=[CH:17][CH:18]=2)[N:5]=1)[CH3:2].[CH2:21](Br)[CH3:22].[C:24]([O-:27])([O-])=O.[K+].[K+].O.[CH3:31]N(C=O)C, predict the reaction product. The product is: [CH2:21]([O:20][C:15]1[CH:14]=[C:13]([C:6]2[N:5]=[C:4]([S:3][CH2:1][CH3:2])[N:9]3[CH:10]=[CH:11][N:12]=[C:8]3[CH:7]=2)[CH:18]=[CH:17][C:16]=1[O:27][CH2:24][CH3:31])[CH3:22]. (3) Given the reactants [CH2:1]([O:8][C:9]1[C:10]([O:25][CH3:26])=[CH:11][C:12](Br)=[C:13]([C:15]([C:17]2[CH:22]=[CH:21][C:20]([CH3:23])=[CH:19][CH:18]=2)=[O:16])[CH:14]=1)[C:2]1[CH:7]=[CH:6][CH:5]=[CH:4][CH:3]=1.[Cu][C:28]#[N:29].CN1CCCC1=O.N, predict the reaction product. The product is: [CH2:1]([O:8][C:9]1[C:10]([O:25][CH3:26])=[CH:11][C:12]([C:28]#[N:29])=[C:13]([C:15](=[O:16])[C:17]2[CH:22]=[CH:21][C:20]([CH3:23])=[CH:19][CH:18]=2)[CH:14]=1)[C:2]1[CH:7]=[CH:6][CH:5]=[CH:4][CH:3]=1. (4) The product is: [NH2:15][C:11]1[CH:10]=[C:9]([N:6]2[C:5]3[CH:18]=[CH:19][C:20]([NH:22][S:23]([CH3:26])(=[O:25])=[O:24])=[CH:21][C:4]=3[O:3][C:2]([CH3:1])([CH3:27])[C:7]2=[O:8])[CH:14]=[CH:13][CH:12]=1. Given the reactants [CH3:1][C:2]1([CH3:27])[C:7](=[O:8])[N:6]([C:9]2[CH:14]=[CH:13][CH:12]=[C:11]([N+:15]([O-])=O)[CH:10]=2)[C:5]2[CH:18]=[CH:19][C:20]([NH:22][S:23]([CH3:26])(=[O:25])=[O:24])=[CH:21][C:4]=2[O:3]1.O1CCCC1.[H][H], predict the reaction product.